Dataset: Full USPTO retrosynthesis dataset with 1.9M reactions from patents (1976-2016). Task: Predict the reactants needed to synthesize the given product. (1) Given the product [F:47][C:43]1([F:46])[CH2:44][CH2:45][N:41]([CH2:40][C:38]2[CH:39]=[C:35]([C:33]([C:32]3[C:27]([NH:26][C@H:12]4[CH2:13][C@H:14]([O:15][Si:16]([CH:23]([CH3:25])[CH3:24])([CH:20]([CH3:21])[CH3:22])[CH:17]([CH3:19])[CH3:18])[C@@H:10]([CH2:9][OH:8])[CH2:11]4)=[N:28][CH:29]=[N:30][CH:31]=3)=[O:34])[S:36][CH:37]=2)[CH2:42]1, predict the reactants needed to synthesize it. The reactants are: [Si]([O:8][CH2:9][C@@H:10]1[C@@H:14]([O:15][Si:16]([CH:23]([CH3:25])[CH3:24])([CH:20]([CH3:22])[CH3:21])[CH:17]([CH3:19])[CH3:18])[CH2:13][C@H:12]([NH:26][C:27]2[C:32]([C:33]([C:35]3[S:36][CH:37]=[C:38]([CH2:40][N:41]4[CH2:45][CH2:44][C:43]([F:47])([F:46])[CH2:42]4)[CH:39]=3)=[O:34])=[CH:31][N:30]=[CH:29][N:28]=2)[CH2:11]1)(C(C)(C)C)(C)C.Cl. (2) Given the product [OH:13][CH2:14][CH2:15][NH:16][C:17]1[S:18][CH:2]=[C:3]([C:5]2[CH:12]=[CH:11][C:8]([C:9]#[N:10])=[CH:7][CH:6]=2)[N:19]=1, predict the reactants needed to synthesize it. The reactants are: Br[CH2:2][C:3]([C:5]1[CH:12]=[CH:11][C:8]([C:9]#[N:10])=[CH:7][CH:6]=1)=O.[OH:13][CH2:14][CH2:15][NH:16][C:17]([NH2:19])=[S:18]. (3) Given the product [OH:1][C:2]([CH3:23])([CH3:22])[CH2:3][O:4][C:5]1[CH:10]=[CH:9][C:8]([N:11]2[CH:16]=[CH:15][C:14]([CH2:17][O:18][C:25]3[CH:30]=[CH:29][CH:28]=[CH:27][N:26]=3)=[CH:13][C:12]2=[O:19])=[CH:7][C:6]=1[O:20][CH3:21], predict the reactants needed to synthesize it. The reactants are: [OH:1][C:2]([CH3:23])([CH3:22])[CH2:3][O:4][C:5]1[CH:10]=[CH:9][C:8]([N:11]2[CH:16]=[CH:15][C:14]([CH2:17][OH:18])=[CH:13][C:12]2=[O:19])=[CH:7][C:6]=1[O:20][CH3:21].Cl[C:25]1[CH:30]=[CH:29][CH:28]=[CH:27][N:26]=1.C(P(C(C)(C)C)C1C=CC2C(=CC=CC=2)C=1C1C2C(=CC=CC=2)C=CC=1)(C)(C)C.C([O-])([O-])=O.[Cs+].[Cs+]. (4) Given the product [I-:26].[CH3:1][S:2][C:3]1[CH:4]=[C:5]([C:9]([CH:21]2[CH2:25][CH2:24][CH2:23][CH2:22]2)([CH3:20])[C:10]([O:12][CH:13]2[CH2:18][CH2:17][N+:16]([CH3:27])([CH3:19])[CH2:15][CH2:14]2)=[O:11])[CH:6]=[CH:7][CH:8]=1, predict the reactants needed to synthesize it. The reactants are: [CH3:1][S:2][C:3]1[CH:4]=[C:5]([C:9]([CH:21]2[CH2:25][CH2:24][CH2:23][CH2:22]2)([CH3:20])[C:10]([O:12][CH:13]2[CH2:18][CH2:17][N:16]([CH3:19])[CH2:15][CH2:14]2)=[O:11])[CH:6]=[CH:7][CH:8]=1.[I:26][CH3:27]. (5) Given the product [CH3:1][N:2]([CH2:10][C:11]1[CH:12]=[C:13]([CH:18]=[C:19]([F:21])[CH:20]=1)[C:14]([O:16][CH3:17])=[O:15])[CH3:3], predict the reactants needed to synthesize it. The reactants are: [CH3:1][NH:2][CH3:3].C1COCC1.Br[CH2:10][C:11]1[CH:12]=[C:13]([CH:18]=[C:19]([F:21])[CH:20]=1)[C:14]([O:16][CH3:17])=[O:15]. (6) Given the product [F:15][C:16]([F:29])([F:28])[S:17]([O:14][C:3]1[C:4]([C:8]2[CH:9]=[CH:10][N:11]=[CH:12][CH:13]=2)=[CH:5][CH:6]=[CH:7][C:2]=1[Cl:1])(=[O:19])=[O:18], predict the reactants needed to synthesize it. The reactants are: [Cl:1][C:2]1[CH:7]=[CH:6][CH:5]=[C:4]([C:8]2[CH:13]=[CH:12][N:11]=[CH:10][CH:9]=2)[C:3]=1[OH:14].[F:15][C:16]([F:29])([F:28])[S:17](O[S:17]([C:16]([F:29])([F:28])[F:15])(=[O:19])=[O:18])(=[O:19])=[O:18]. (7) Given the product [CH3:10][O:11][C:12]([C:13]1([CH2:14][NH:15][CH:16]2[CH2:17][CH2:18][CH2:19][CH2:20]2)[CH2:21][CH2:22]1)=[O:23], predict the reactants needed to synthesize it. The reactants are: COC(C1(CN)CC1)=O.[CH3:10][O:11][C:12](=[O:23])[C:13]([CH3:22])([CH3:21])[CH2:14][NH:15][CH:16]1[CH2:20][CH2:19][CH2:18][CH2:17]1. (8) Given the product [C:26]1([C:32]2[CH:36]=[C:35]([C:37]3[CH:42]=[CH:41][CH:40]=[CH:39][CH:38]=3)[N:34]([CH2:43][C:44]3[CH:49]=[CH:48][C:47]([CH2:50][NH:13][C:14]4[CH:15]=[CH:16][C:17]([CH2:20][CH2:21][C:22]([O:24][CH3:25])=[O:23])=[CH:18][CH:19]=4)=[CH:46][CH:45]=3)[N:33]=2)[CH:31]=[CH:30][CH:29]=[CH:28][CH:27]=1, predict the reactants needed to synthesize it. The reactants are: [N+](C1C=CC=CC=1S([NH:13][C:14]1[CH:19]=[CH:18][C:17]([CH2:20][CH2:21][C:22]([O:24][CH3:25])=[O:23])=[CH:16][CH:15]=1)(=O)=O)([O-])=O.[C:26]1([C:32]2[CH:36]=[C:35]([C:37]3[CH:42]=[CH:41][CH:40]=[CH:39][CH:38]=3)[N:34]([CH2:43][C:44]3[CH:49]=[CH:48][C:47]([CH2:50]O)=[CH:46][CH:45]=3)[N:33]=2)[CH:31]=[CH:30][CH:29]=[CH:28][CH:27]=1.C1(P(C2C=CC=CC=2)C2C=CC=CC=2)C=CC=CC=1.N(C(OCC)=O)=NC(OCC)=O.SCC(O)=O.O.[OH-].[Li+].C(=O)([O-])O.[Na+]. (9) Given the product [Cl:38][C:35]1[CH:36]=[CH:37][C:32]([NH:31][C:29](=[O:30])[NH:28][C:23]([CH2:24][OH:25])([CH2:26][OH:27])[C:22]([NH:21][C:18]2[CH:17]=[CH:16][C:15]([C:10]3[CH:11]=[CH:12][CH:13]=[CH:14][C:9]=3[S:6](=[O:8])(=[O:7])[NH2:5])=[CH:20][CH:19]=2)=[O:39])=[CH:33][CH:34]=1, predict the reactants needed to synthesize it. The reactants are: C([NH:5][S:6]([C:9]1[CH:14]=[CH:13][CH:12]=[CH:11][C:10]=1[C:15]1[CH:20]=[CH:19][C:18]([NH:21][C:22](=[O:39])[C:23]([NH:28][C:29]([NH:31][C:32]2[CH:37]=[CH:36][C:35]([Cl:38])=[CH:34][CH:33]=2)=[O:30])([CH2:26][OH:27])[CH2:24][OH:25])=[CH:17][CH:16]=1)(=[O:8])=[O:7])(C)(C)C.C(O)(C(F)(F)F)=O. (10) Given the product [F:8][C:6]1[CH:5]=[CH:4][C:3]([CH3:9])=[C:2]([CH:7]=1)[C:24]([C@@H:26]1[CH2:31][CH2:30][CH2:29][N:28]([C:32]([O:34][C:35]([CH3:38])([CH3:37])[CH3:36])=[O:33])[CH2:27]1)=[O:25], predict the reactants needed to synthesize it. The reactants are: Br[C:2]1[CH:7]=[C:6]([F:8])[CH:5]=[CH:4][C:3]=1[CH3:9].[Li]CCCC.CCCCCC.CON(C)[C:24]([C@@H:26]1[CH2:31][CH2:30][CH2:29][N:28]([C:32]([O:34][C:35]([CH3:38])([CH3:37])[CH3:36])=[O:33])[CH2:27]1)=[O:25].